Dataset: Forward reaction prediction with 1.9M reactions from USPTO patents (1976-2016). Task: Predict the product of the given reaction. (1) Given the reactants [NH2:1][CH2:2][C:3]1[CH:4]=[C:5](C2SC(CN3CCN(C(OC(C)(C)C)=O)[C@@H](C)C3)=CC=2)[CH:6]=[CH:7][CH:8]=1.Br[C:30]1[N:35]=[C:34]([CH2:36][N:37]2[CH2:42][CH2:41][N:40]([C:43]([O:45][C:46]([CH3:49])([CH3:48])[CH3:47])=[O:44])[C@@H:39]([CH3:50])[CH2:38]2)[CH:33]=[CH:32][CH:31]=1.Cl.NCC1C=C(B(O)O)C=CC=1, predict the reaction product. The product is: [NH2:1][CH2:2][C:3]1[CH:8]=[C:7]([C:30]2[N:35]=[C:34]([CH2:36][N:37]3[CH2:42][CH2:41][N:40]([C:43]([O:45][C:46]([CH3:49])([CH3:48])[CH3:47])=[O:44])[C@@H:39]([CH3:50])[CH2:38]3)[CH:33]=[CH:32][CH:31]=2)[CH:6]=[CH:5][CH:4]=1. (2) Given the reactants [Br:1][CH:2](Br)[C:3]([C:5]1[CH:10]=[CH:9][C:8]([N:11]2[CH2:16][CH2:15][CH2:14][CH2:13][CH2:12]2)=[CH:7][CH:6]=1)=[O:4].C(OP([O-])OCC)C.C(N(CC)CC)C, predict the reaction product. The product is: [Br:1][CH2:2][C:3]([C:5]1[CH:10]=[CH:9][C:8]([N:11]2[CH2:16][CH2:15][CH2:14][CH2:13][CH2:12]2)=[CH:7][CH:6]=1)=[O:4]. (3) Given the reactants [OH-].[Na+].C[O:4][C:5](=[O:44])[CH2:6][C@H:7]1[CH2:12][CH2:11][C@H:10]([C:13]2[CH:18]=[CH:17][C:16]([NH:19][C:20](=[O:43])[CH2:21][CH2:22][NH:23][C:24]([C:26]3[N:27]=[C:28]([C:35]4[CH:40]=[CH:39][C:38]([Cl:41])=[CH:37][C:36]=4[Cl:42])[O:29][C:30]=3[C:31]([F:34])([F:33])[F:32])=[O:25])=[CH:15][CH:14]=2)[CH2:9][CH2:8]1, predict the reaction product. The product is: [Cl:42][C:36]1[CH:37]=[C:38]([Cl:41])[CH:39]=[CH:40][C:35]=1[C:28]1[O:29][C:30]([C:31]([F:33])([F:34])[F:32])=[C:26]([C:24]([NH:23][CH2:22][CH2:21][C:20]([NH:19][C:16]2[CH:17]=[CH:18][C:13]([C@H:10]3[CH2:9][CH2:8][C@H:7]([CH2:6][C:5]([OH:44])=[O:4])[CH2:12][CH2:11]3)=[CH:14][CH:15]=2)=[O:43])=[O:25])[N:27]=1.